From a dataset of Full USPTO retrosynthesis dataset with 1.9M reactions from patents (1976-2016). Predict the reactants needed to synthesize the given product. (1) Given the product [F:16][C:17]1[CH:18]=[C:19]([CH:22]=[CH:23][CH:24]=1)[CH2:20][O:1][C:2]1[CH:3]=[CH:4][C:5]([O:6][CH:7]([CH2:12][CH3:13])[C:8]([NH:10][CH3:11])=[O:9])=[CH:14][CH:15]=1, predict the reactants needed to synthesize it. The reactants are: [OH:1][C:2]1[CH:15]=[CH:14][C:5]([O:6][CH:7]([CH2:12][CH3:13])[C:8]([NH:10][CH3:11])=[O:9])=[CH:4][CH:3]=1.[F:16][C:17]1[CH:18]=[C:19]([CH:22]=[CH:23][CH:24]=1)[CH2:20]Br.C(=O)([O-])[O-].[K+].[K+]. (2) Given the product [Cl:1][C:2]1[CH:3]=[N:4][C:5]2[NH:6][C:7]3[CH:8]=[CH:9][CH:10]=[C:11]([CH:23]=3)[CH2:12][N:13]([C:31]([C:26]3[CH:27]=[CH:28][CH:29]=[CH:30][N:25]=3)=[O:32])[C:14]3[CH:22]=[C:18]([NH:19][C:20]=1[N:21]=2)[CH:17]=[CH:16][CH:15]=3, predict the reactants needed to synthesize it. The reactants are: [Cl:1][C:2]1[CH:3]=[N:4][C:5]2[NH:6][C:7]3[CH:8]=[CH:9][CH:10]=[C:11]([CH:23]=3)[CH2:12][NH:13][C:14]3[CH:22]=[C:18]([NH:19][C:20]=1[N:21]=2)[CH:17]=[CH:16][CH:15]=3.Cl.[N:25]1[CH:30]=[CH:29][CH:28]=[CH:27][C:26]=1[C:31](Cl)=[O:32]. (3) Given the product [CH3:10][O:9][C:8]1[CH:7]=[CH:6][C:5]([C:11]2[N:12]=[N:13][N:14]([CH3:16])[N:15]=2)=[CH:4][C:3]=1[CH2:2][O:17][CH2:18][C:19]1([C:32]2[CH:33]=[CH:34][CH:35]=[CH:36][CH:37]=2)[CH2:24][CH2:23][N:22]([C:25]([O:27][C:28]([CH3:30])([CH3:31])[CH3:29])=[O:26])[CH2:21][CH2:20]1, predict the reactants needed to synthesize it. The reactants are: Br[CH2:2][C:3]1[CH:4]=[C:5]([C:11]2[N:12]=[N:13][N:14]([CH3:16])[N:15]=2)[CH:6]=[CH:7][C:8]=1[O:9][CH3:10].[OH:17][CH2:18][C:19]1([C:32]2[CH:37]=[CH:36][CH:35]=[CH:34][CH:33]=2)[CH2:24][CH2:23][N:22]([C:25]([O:27][C:28]([CH3:31])([CH3:30])[CH3:29])=[O:26])[CH2:21][CH2:20]1.[H-].[Na+]. (4) The reactants are: [CH3:1][C:2]1[CH:7]=[C:6]([N:8]2[CH2:12][CH2:11][CH:10]([N:13]3[CH2:17][CH2:16][CH2:15][CH:14]3[CH3:18])[CH2:9]2)[CH:5]=[CH:4][C:3]=1[NH2:19].[N:20]1[CH:25]=[CH:24][CH:23]=[CH:22][C:21]=1[C:26]1[NH:30][C:29]2[CH:31]=[CH:32][C:33]([C:35](O)=[O:36])=[CH:34][C:28]=2[N:27]=1. Given the product [CH3:1][C:2]1[CH:7]=[C:6]([N:8]2[CH2:12][CH2:11][CH:10]([N:13]3[CH2:17][CH2:16][CH2:15][CH:14]3[CH3:18])[CH2:9]2)[CH:5]=[CH:4][C:3]=1[NH:19][C:35]([C:33]1[CH:32]=[CH:31][C:29]2[NH:30][C:26]([C:21]3[CH:22]=[CH:23][CH:24]=[CH:25][N:20]=3)=[N:27][C:28]=2[CH:34]=1)=[O:36], predict the reactants needed to synthesize it.